This data is from Reaction yield outcomes from USPTO patents with 853,638 reactions. The task is: Predict the reaction yield, written as a fraction of the theoretical maximum amount of product (1.0 means a 100% yield; for example, 0.34 means a 34% yield). (1) The reactants are O1CCCCC1[N:7]1[C:11](B2OC(C)(C)C(C)(C)O2)=[CH:10][N:9]=[CH:8]1.Br[C:22]1[CH:23]=[C:24]2[C:30]([C:31]3[CH:36]=[CH:35][CH:34]=[CH:33][CH:32]=3)=[N:29][N:28](C3CCCCO3)[C:25]2=[CH:26][N:27]=1. No catalyst specified. The product is [NH:7]1[C:11]([C:22]2[CH:23]=[C:24]3[C:30]([C:31]4[CH:36]=[CH:35][CH:34]=[CH:33][CH:32]=4)=[N:29][NH:28][C:25]3=[CH:26][N:27]=2)=[CH:10][N:9]=[CH:8]1. The yield is 0.250. (2) The reactants are N[CH2:2][CH2:3][CH2:4][Si:5]([O:12][CH2:13][CH3:14])([O:9][CH2:10][CH3:11])[O:6][CH2:7][CH3:8].C([N:17](CC)CC)C.[C:22](Cl)(=[O:25])[CH:23]=[CH2:24]. The catalyst is C1COCC1. The product is [CH2:7]([O:6][Si:5]([O:12][CH2:13][CH3:14])([O:9][CH2:10][CH3:11])[CH2:4][CH2:3][CH2:2][C:23](=[CH2:24])[C:22]([NH2:17])=[O:25])[CH3:8]. The yield is 0.700.